This data is from Forward reaction prediction with 1.9M reactions from USPTO patents (1976-2016). The task is: Predict the product of the given reaction. (1) The product is: [Cl:1][C:2]1[CH:3]=[CH:4][C:5]([O:11][CH3:12])=[C:6]([CH:10]=1)[C:7]([Cl:15])=[O:8]. Given the reactants [Cl:1][C:2]1[CH:3]=[CH:4][C:5]([O:11][CH3:12])=[C:6]([CH:10]=1)[C:7](O)=[O:8].S(Cl)([Cl:15])=O, predict the reaction product. (2) Given the reactants [F:1][C:2]1[CH:7]=[C:6]([F:8])[CH:5]=[CH:4][C:3]=1[CH2:9][NH:10][C:11]([C:13]1[C:14](=[O:31])[C:15]([OH:30])=[C:16]2[C:27](=[O:28])[N:20]3[C@@H:21]([CH3:26])[CH2:22][CH2:23][N:24]([CH3:25])[C@@H:19]3[CH2:18][N:17]2[CH:29]=1)=[O:12].N[C@@H:33]([CH3:38])[CH2:34][CH2:35]NC.[C:39]([OH:42])(=O)[CH3:40].[Cl:43][CH2:44]Cl, predict the reaction product. The product is: [ClH:43].[ClH:43].[NH2:20][C@@H:21]([CH3:26])[CH2:22][CH2:23][NH:24][CH3:19].[F:1][C:2]1[CH:7]=[C:6]([F:8])[CH:5]=[CH:4][C:3]=1[CH2:9][NH:10][C:11]([C:13]1[C:14](=[O:31])[C:15]([OH:30])=[C:16]2[C:27](=[O:28])[N:20]3[C@@H:21]([CH3:26])[CH2:22][CH2:23][N:24]([CH3:25])[C@@H:19]3[CH2:18][N:17]2[CH:29]=1)=[O:12].[F:1][C:2]1[CH:7]=[C:6]([F:8])[CH:5]=[CH:4][C:3]=1[CH2:9][NH:10][C:11]([C:13]1[C:14](=[O:31])[C:15]([O:42][CH2:39][C:40]2[CH:44]=[CH:35][CH:34]=[CH:33][CH:38]=2)=[C:16]2[C:27](=[O:28])[N:20]3[C@@H:21]([CH3:26])[CH2:22][CH2:23][N:24]([CH3:25])[C@@H:19]3[CH2:18][N:17]2[CH:29]=1)=[O:12]. (3) Given the reactants C[C:2]1[CH:7]=[CH:6][C:5]([NH:8][C:9]2[N:14]=[C:13]([C:15]3[CH:16]=[N:17][CH:18]=[CH:19][CH:20]=3)[CH:12]=[CH:11][N:10]=2)=[CH:4][C:3]=1[NH2:21].C[O:23][C:24](=O)[C:25]1[CH:30]=[CH:29][C:28]([CH2:31][N:32]2[CH2:37][CH2:36][N:35]([CH3:38])[CH2:34][CH2:33]2)=[CH:27][CH:26]=1.[CH3:40][O-].[Na+], predict the reaction product. The product is: [CH3:40][C:6]1[CH:7]=[CH:2][C:3]([NH:21][C:24]([C:25]2[CH:30]=[CH:29][C:28]([CH2:31][N:32]3[CH2:33][CH2:34][N:35]([CH3:38])[CH2:36][CH2:37]3)=[CH:27][CH:26]=2)=[O:23])=[CH:4][C:5]=1[NH:8][C:9]1[N:10]=[CH:11][CH:12]=[C:13]([C:15]2[CH:20]=[CH:19][CH:18]=[N:17][CH:16]=2)[N:14]=1. (4) Given the reactants Cl[C:2]1[C:11]2[C:6](=[CH:7][C:8]([O:14][CH3:15])=[C:9]([O:12][CH3:13])[CH:10]=2)[N:5]=[CH:4][CH:3]=1.[C:16]([CH:24]1[CH2:28][N:27]([C:29]2[CH:34]=[CH:33][C:32]([OH:35])=[C:31]([F:36])[CH:30]=2)[C:26](=[O:37])[CH2:25]1)(=[O:23])[C:17]1[CH:22]=[CH:21][CH:20]=[CH:19][CH:18]=1, predict the reaction product. The product is: [C:16]([CH:24]1[CH2:28][N:27]([C:29]2[CH:34]=[CH:33][C:32]([O:35][C:2]3[C:11]4[C:6](=[CH:7][C:8]([O:14][CH3:15])=[C:9]([O:12][CH3:13])[CH:10]=4)[N:5]=[CH:4][CH:3]=3)=[C:31]([F:36])[CH:30]=2)[C:26](=[O:37])[CH2:25]1)(=[O:23])[C:17]1[CH:18]=[CH:19][CH:20]=[CH:21][CH:22]=1. (5) Given the reactants [F-].C([N+](CCCC)(CCCC)CCCC)CCC.[Si]([O:36][CH2:37][CH2:38][O:39][CH2:40][C@H:41]([O:52][C:53]1[N:58]=[CH:57][N:56]=[C:55]2[N:59]([C:62]3[CH:67]=[CH:66][CH:65]=[C:64]([F:68])[C:63]=3[CH3:69])[N:60]=[CH:61][C:54]=12)[C:42]([NH:44][C:45]1[CH:50]=[CH:49][C:48]([Cl:51])=[CH:47][N:46]=1)=[O:43])(C(C)(C)C)(C1C=CC=CC=1)C1C=CC=CC=1.[Cl-].[NH4+], predict the reaction product. The product is: [Cl:51][C:48]1[CH:49]=[CH:50][C:45]([NH:44][C:42](=[O:43])[C@@H:41]([O:52][C:53]2[C:54]3[CH:61]=[N:60][N:59]([C:62]4[CH:67]=[CH:66][CH:65]=[C:64]([F:68])[C:63]=4[CH3:69])[C:55]=3[N:56]=[CH:57][N:58]=2)[CH2:40][O:39][CH2:38][CH2:37][OH:36])=[N:46][CH:47]=1. (6) Given the reactants [CH2:1]([N:8]1[CH2:13][CH2:12][C:11]([C:15]2[CH:20]=[C:19]([F:21])[CH:18]=[CH:17][C:16]=2[O:22][CH3:23])(O)[CH2:10][CH2:9]1)[C:2]1[CH:7]=[CH:6][CH:5]=[CH:4][CH:3]=1.[OH-].[Na+], predict the reaction product. The product is: [CH2:1]([N:8]1[CH2:13][CH2:12][C:11]([C:15]2[CH:20]=[C:19]([F:21])[CH:18]=[CH:17][C:16]=2[O:22][CH3:23])=[CH:10][CH2:9]1)[C:2]1[CH:7]=[CH:6][CH:5]=[CH:4][CH:3]=1.